Dataset: Forward reaction prediction with 1.9M reactions from USPTO patents (1976-2016). Task: Predict the product of the given reaction. (1) Given the reactants [Cl:1][C:2]1[C:3]([O:11][CH3:12])=[C:4]([NH2:10])[C:5]([CH3:9])=[C:6]([CH3:8])[CH:7]=1.N1C=CC=CC=1.[C:19](OC(=O)C)(=[O:21])[CH3:20].CO, predict the reaction product. The product is: [Cl:1][C:2]1[C:3]([O:11][CH3:12])=[C:4]([NH:10][C:19](=[O:21])[CH3:20])[C:5]([CH3:9])=[C:6]([CH3:8])[CH:7]=1. (2) Given the reactants [CH3:1][O:2][C:3]1[CH:4]=[C:5]2[C:10](=[CH:11][CH:12]=1)[CH:9]=[C:8]([C:13]([OH:15])=[O:14])[CH:7]=[CH:6]2.[Si](C=[N+]=[N-])(C)(C)[CH3:17], predict the reaction product. The product is: [CH3:17][O:14][C:13]([C:8]1[CH:7]=[CH:6][C:5]2[C:10](=[CH:11][CH:12]=[C:3]([O:2][CH3:1])[CH:4]=2)[CH:9]=1)=[O:15]. (3) Given the reactants [O:1]=[C:2]1[C:10](=[O:11])[C:9]2[C:4](=[CH:5][CH:6]=[C:7]([S:12][CH2:13][CH2:14][C:15]3[CH:24]=[CH:23][C:18]([C:19]([O:21]C)=[O:20])=[CH:17][CH:16]=3)[CH:8]=2)[N:3]1[CH2:25][CH2:26][CH2:27][CH3:28].C(=O)([O-])[O-].[K+].[K+], predict the reaction product. The product is: [O:1]=[C:2]1[C:10](=[O:11])[C:9]2[C:4](=[CH:5][CH:6]=[C:7]([S:12][CH2:13][CH2:14][C:15]3[CH:24]=[CH:23][C:18]([C:19]([OH:21])=[O:20])=[CH:17][CH:16]=3)[CH:8]=2)[N:3]1[CH2:25][CH2:26][CH2:27][CH3:28]. (4) Given the reactants Cl.[NH2:2][C:3]1([CH3:23])[CH2:8][CH2:7][N:6]([CH2:9][C@@H:10]([C:12]2[C:13]([CH3:22])=[C:14]3[C:18](=[CH:19][CH:20]=2)[C:17](=[O:21])[O:16][CH2:15]3)[OH:11])[CH2:5][CH2:4]1.[N:24]1([C:29]2[CH:37]=[CH:36][C:32]([C:33](O)=[O:34])=[CH:31][N:30]=2)[CH:28]=[N:27][N:26]=[N:25]1, predict the reaction product. The product is: [OH:11][C@H:10]([C:12]1[C:13]([CH3:22])=[C:14]2[C:18](=[CH:19][CH:20]=1)[C:17](=[O:21])[O:16][CH2:15]2)[CH2:9][N:6]1[CH2:7][CH2:8][C:3]([NH:2][C:33](=[O:34])[C:32]2[CH:36]=[CH:37][C:29]([N:24]3[CH:28]=[N:27][N:26]=[N:25]3)=[N:30][CH:31]=2)([CH3:23])[CH2:4][CH2:5]1. (5) The product is: [NH2:7][CH:8]([C:10]1[CH:11]=[C:12]([N:16]2[CH2:21][CH2:20][O:19][C@H:18]([CH2:22][OH:23])[CH2:17]2)[CH:13]=[CH:14][CH:15]=1)[CH3:9]. Given the reactants C(OC(=O)[NH:7][C@H:8]([C:10]1[CH:15]=[CH:14][CH:13]=[C:12]([N:16]2[CH2:21][CH2:20][O:19][CH:18]([CH2:22][OH:23])[CH2:17]2)[CH:11]=1)[CH3:9])(C)(C)C.Cl, predict the reaction product.